This data is from Forward reaction prediction with 1.9M reactions from USPTO patents (1976-2016). The task is: Predict the product of the given reaction. (1) Given the reactants Cl[C:2]1[CH:18]=[C:17]([NH:19][CH:20]2[CH2:22][CH2:21]2)[C:5]([C:6]([NH:8][CH2:9][C:10]([F:16])([F:15])[C:11]([OH:14])([CH3:13])[CH3:12])=[O:7])=[CH:4][N:3]=1.[NH2:23][C:24]1[C:31]([Cl:32])=[CH:30][C:27]([C:28]#[N:29])=[CH:26][N:25]=1.C([O-])([O-])=O.[Cs+].[Cs+].CC1(C)C2C(=C(P(C3C=CC=CC=3)C3C=CC=CC=3)C=CC=2)OC2C(P(C3C=CC=CC=3)C3C=CC=CC=3)=CC=CC1=2, predict the reaction product. The product is: [Cl:32][C:31]1[C:24]([NH:23][C:2]2[CH:18]=[C:17]([NH:19][CH:20]3[CH2:22][CH2:21]3)[C:5]([C:6]([NH:8][CH2:9][C:10]([F:16])([F:15])[C:11]([OH:14])([CH3:13])[CH3:12])=[O:7])=[CH:4][N:3]=2)=[N:25][CH:26]=[C:27]([C:28]#[N:29])[CH:30]=1. (2) Given the reactants [S:1]([NH:5][C:6]1[CH:13]=[CH:12][CH:11]=[C:10]([O:14][CH2:15][C@H:16]2[CH2:21][CH2:20][CH2:19][N:18]([C:22](=[O:27])[CH2:23][CH:24]([CH3:26])[CH3:25])[CH2:17]2)[C:7]=1[C:8]#[N:9])(=[O:4])(=[O:3])[NH2:2].[OH-].[Na+], predict the reaction product. The product is: [NH2:9][C:8]1[C:7]2[C:10]([O:14][CH2:15][C@H:16]3[CH2:21][CH2:20][CH2:19][N:18]([C:22](=[O:27])[CH2:23][CH:24]([CH3:25])[CH3:26])[CH2:17]3)=[CH:11][CH:12]=[CH:13][C:6]=2[NH:5][S:1](=[O:3])(=[O:4])[N:2]=1.